Dataset: Catalyst prediction with 721,799 reactions and 888 catalyst types from USPTO. Task: Predict which catalyst facilitates the given reaction. Reactant: [CH3:1][C:2]1[O:3][CH2:4][CH:5]([C:7]2[CH:12]=[CH:11][CH:10]=[CH:9][CH:8]=2)[N:6]=1.CN(C)C1C=CC=CC=1.Cl[C:23]([N:25]=[C:26]=[O:27])=[O:24]. Product: [C:7]1([CH:5]2[N:6]3[C:23](=[O:24])[NH:25][C:26](=[O:27])[CH:1]=[C:2]3[O:3][CH2:4]2)[CH:8]=[CH:9][CH:10]=[CH:11][CH:12]=1. The catalyst class is: 4.